This data is from CYP1A2 inhibition data for predicting drug metabolism from PubChem BioAssay. The task is: Regression/Classification. Given a drug SMILES string, predict its absorption, distribution, metabolism, or excretion properties. Task type varies by dataset: regression for continuous measurements (e.g., permeability, clearance, half-life) or binary classification for categorical outcomes (e.g., BBB penetration, CYP inhibition). Dataset: cyp1a2_veith. The compound is CCCC[n+]1cc(/N=C(\[O-])OC)on1. The result is 0 (non-inhibitor).